Task: Predict the reaction yield, written as a fraction of the theoretical maximum amount of product (1.0 means a 100% yield; for example, 0.34 means a 34% yield).. Dataset: Reaction yield outcomes from USPTO patents with 853,638 reactions (1) The product is [N:22]1([CH2:21][CH2:20][C:16]2[CH:15]=[C:14]3[C:19](=[CH:18][CH:17]=2)[N:11]([C:8](=[O:10])[CH3:9])[CH2:12][CH2:13]3)[CH2:27][CH2:26][NH:25][CH2:24][CH2:23]1. The reactants are FC(F)(F)C(O)=O.[C:8]([N:11]1[C:19]2[C:14](=[CH:15][C:16]([CH2:20][CH2:21][N:22]3[CH2:27][CH2:26][N:25](C(OC(C)(C)C)=O)[CH2:24][CH2:23]3)=[CH:17][CH:18]=2)[CH2:13][CH2:12]1)(=[O:10])[CH3:9]. The catalyst is C(Cl)Cl. The yield is 1.00. (2) The reactants are [Br:1][C:2]1[C:3]2[O:12][C:11]([CH:13]=O)=[CH:10][C:4]=2[C:5](=[O:9])[N:6]([CH3:8])[CH:7]=1.[NH:15]1[CH2:20][CH2:19][O:18][CH2:17][CH2:16]1.C(O)(=O)C.C(OCC)C. The catalyst is CO. The product is [Br:1][C:2]1[C:3]2[O:12][C:11]([CH2:13][N:15]3[CH2:20][CH2:19][O:18][CH2:17][CH2:16]3)=[CH:10][C:4]=2[C:5](=[O:9])[N:6]([CH3:8])[CH:7]=1. The yield is 0.470. (3) The reactants are [NH:1]1[CH:5]=[CH:4][N:3]=[CH:2]1.[CH3:6][O:7][C:8]1[CH:15]=[CH:14][C:11]([CH2:12]Cl)=[CH:10][CH:9]=1. The catalyst is C(#N)C. The product is [CH3:6][O:7][C:8]1[CH:15]=[CH:14][C:11]([CH2:12][N:1]2[CH:5]=[CH:4][N:3]=[CH:2]2)=[CH:10][CH:9]=1. The yield is 0.690.